This data is from Forward reaction prediction with 1.9M reactions from USPTO patents (1976-2016). The task is: Predict the product of the given reaction. (1) Given the reactants [OH-].[Li+].[CH2:3]([C:7]1[N:8]=[C:9]([N:15]2[CH2:18][CH:17]([NH:19][C:20]([C:22]3[NH:23][C:24]([CH2:28][CH3:29])=[C:25]([Cl:27])[N:26]=3)=[O:21])[CH2:16]2)[S:10][C:11]=1[C:12]([OH:14])=[O:13])[CH2:4][CH2:5]C.O, predict the reaction product. The product is: [Cl:27][C:25]1[N:26]=[C:22]([C:20]([NH:19][CH:17]2[CH2:16][N:15]([C:9]3[S:10][C:11]([C:12]([OH:14])=[O:13])=[C:7]([CH2:3][CH2:4][CH3:5])[N:8]=3)[CH2:18]2)=[O:21])[NH:23][C:24]=1[CH2:28][CH3:29]. (2) Given the reactants C[Al](C)C.[CH3:5]CCCCC.Br[C:12]1[CH:13]=[C:14]([CH:18]=[C:19]([S:21]([F:26])([F:25])([F:24])([F:23])[F:22])[CH:20]=1)[C:15]([OH:17])=[O:16].O, predict the reaction product. The product is: [CH3:5][C:12]1[CH:13]=[C:14]([CH:18]=[C:19]([S:21]([F:26])([F:25])([F:24])([F:23])[F:22])[CH:20]=1)[C:15]([OH:17])=[O:16]. (3) Given the reactants C(NC(C)C)(C)C.C([Li])CCC.[C:13]([O:17][C:18](=[O:29])[CH2:19][CH2:20][C:21]1([C:26]([OH:28])=[O:27])[CH2:25][CH2:24][CH2:23][CH2:22]1)([CH3:16])([CH3:15])[CH3:14].[CH3:30][O:31][CH2:32][C:33](OC)=[O:34].Cl, predict the reaction product. The product is: [C:13]([O:17][C:18]([CH:19]([C:33](=[O:34])[CH2:32][O:31][CH3:30])[CH2:20][C:21]1([C:26]([OH:28])=[O:27])[CH2:25][CH2:24][CH2:23][CH2:22]1)=[O:29])([CH3:16])([CH3:14])[CH3:15]. (4) Given the reactants [CH:1]1([C:4]2[NH:8][N:7]=[C:6]([NH:9][C:10]3[CH:15]=[CH:14][N:13]=[C:12]([N:16]([CH3:33])[CH2:17][C:18]4[CH:32]=[CH:31][C:21]5[N:22](C6CCCCO6)[CH:23]=[N:24][C:20]=5[CH:19]=4)[N:11]=3)[CH:5]=2)[CH2:3][CH2:2]1.CC1C=CC(S(O)(=O)=O)=CC=1.O, predict the reaction product. The product is: [NH:22]1[C:21]2[CH:31]=[CH:32][C:18]([CH2:17][N:16]([CH3:33])[C:12]3[N:11]=[C:10]([NH:9][C:6]4[CH:5]=[C:4]([CH:1]5[CH2:2][CH2:3]5)[NH:8][N:7]=4)[CH:15]=[CH:14][N:13]=3)=[CH:19][C:20]=2[N:24]=[CH:23]1. (5) Given the reactants [CH3:1][C@H:2]1[CH2:11][CH2:10][C@@H:9]2[C@:4]([CH3:14])([CH2:5][CH2:6][CH2:7][C:8]2([CH3:13])[CH3:12])[C@H:3]1[CH2:15][C:16]([NH:18][C:19]1[CH:24]=[C:23]([O:25]C)[CH:22]=[C:21]([O:27]C)[CH:20]=1)=[O:17].B(Br)(Br)Br.CO, predict the reaction product. The product is: [CH3:1][C@H:2]1[CH2:11][CH2:10][C@@H:9]2[C@:4]([CH3:14])([CH2:5][CH2:6][CH2:7][C:8]2([CH3:12])[CH3:13])[C@H:3]1[CH2:15][C:16]([NH:18][C:19]1[CH:24]=[C:23]([OH:25])[CH:22]=[C:21]([OH:27])[CH:20]=1)=[O:17]. (6) The product is: [C:2]1([C:17]2[CH:22]=[CH:21][CH:20]=[CH:19][N:18]=2)[C:11]2[CH2:10][CH2:9][CH2:8][CH2:7][C:6]=2[CH:5]=[CH:4][CH:3]=1. Given the reactants Br[C:2]1[C:11]2[CH2:10][CH2:9][CH2:8][CH2:7][C:6]=2[CH:5]=[CH:4][CH:3]=1.C([Sn](CCCC)(CCCC)[C:17]1[CH:22]=[CH:21][CH:20]=[CH:19][N:18]=1)CCC.[Cl-].[Li+].[F-].[K+], predict the reaction product. (7) Given the reactants CC(C)([O-])C.[K+].[CH2:7]([O:10][CH2:11][C:12]([CH2:43][O:44][CH2:45][CH2:46][O:47][CH2:48][CH2:49][O:50][CH2:51][CH2:52][O:53][CH2:54][CH2:55][O:56][CH3:57])([CH2:28][O:29][CH2:30][CH2:31][O:32][CH2:33][CH2:34][O:35][CH2:36][CH2:37][O:38][CH2:39][CH2:40][O:41][CH3:42])[CH2:13][O:14][CH2:15][CH2:16][O:17][CH2:18][CH2:19][O:20][CH2:21][CH2:22][O:23][CH2:24][CH2:25][O:26][CH3:27])[CH:8]=[CH2:9].O.C(#N)C, predict the reaction product. The product is: [CH2:28]([C:12]([CH2:11][O:10][CH:7]=[CH:8][CH3:9])([CH2:43][O:44][CH2:45][CH2:46][O:47][CH2:48][CH2:49][O:50][CH2:51][CH2:52][O:53][CH2:54][CH2:55][O:56][CH3:57])[CH2:13][O:14][CH2:15][CH2:16][O:17][CH2:18][CH2:19][O:20][CH2:21][CH2:22][O:23][CH2:24][CH2:25][O:26][CH3:27])[O:29][CH2:30][CH2:31][O:32][CH2:33][CH2:34][O:35][CH2:36][CH2:37][O:38][CH2:39][CH2:40][O:41][CH3:42]. (8) Given the reactants [CH2:1]([O:8][CH2:9][CH2:10][CH2:11][O:12][C:13]1[CH:18]=[CH:17][C:16]([CH:19]2[CH2:24][CH2:23][N:22](C([O-])=O)[CH2:21][CH:20]2[C:28](=[O:40])[CH2:29][C:30]2[CH:39]=[CH:38][C:37]3[C:32](=[CH:33][CH:34]=[CH:35][CH:36]=3)[CH:31]=2)=[CH:15][CH:14]=1)[C:2]1[CH:7]=[CH:6][CH:5]=[CH:4][CH:3]=1.[ClH:41], predict the reaction product. The product is: [ClH:41].[CH2:1]([O:8][CH2:9][CH2:10][CH2:11][O:12][C:13]1[CH:14]=[CH:15][C:16]([CH:19]2[CH2:24][CH2:23][NH:22][CH2:21][CH:20]2[C:28](=[O:40])[CH2:29][C:30]2[CH:39]=[CH:38][C:37]3[C:32](=[CH:33][CH:34]=[CH:35][CH:36]=3)[CH:31]=2)=[CH:17][CH:18]=1)[C:2]1[CH:3]=[CH:4][CH:5]=[CH:6][CH:7]=1. (9) Given the reactants [F:1][C:2]1[CH:3]=[C:4]2[C:14]3[C:9](=[CH:10][N:11]=[C:12]([O:15][CH3:16])[CH:13]=3)[NH:8][C:5]2=[N:6][CH:7]=1.[H-].[Na+].[C:19]1([CH3:29])[CH:24]=[CH:23][C:22]([S:25](Cl)(=[O:27])=[O:26])=[CH:21][CH:20]=1.C(=O)([O-])O.[Na+], predict the reaction product. The product is: [F:1][C:2]1[CH:3]=[C:4]2[C:14]3[C:9](=[CH:10][N:11]=[C:12]([O:15][CH3:16])[CH:13]=3)[N:8]([S:25]([C:22]3[CH:23]=[CH:24][C:19]([CH3:29])=[CH:20][CH:21]=3)(=[O:27])=[O:26])[C:5]2=[N:6][CH:7]=1. (10) Given the reactants ClC1C=C(Cl)C=CC=1C=CC([N-:8][CH2:9][CH2:10][CH2:11][CH2:12][OH:13])=O.[Cl:19][C:20]1[CH:25]=[CH:24][C:23]([C:26]2[S:27][C:28]([C:31]([OH:33])=O)=[CH:29][N:30]=2)=[CH:22][CH:21]=1, predict the reaction product. The product is: [OH:13][CH2:12][CH2:11][CH2:10][CH2:9][NH:8][C:31]([C:28]1[S:27][C:26]([C:23]2[CH:22]=[CH:21][C:20]([Cl:19])=[CH:25][CH:24]=2)=[N:30][CH:29]=1)=[O:33].